This data is from Forward reaction prediction with 1.9M reactions from USPTO patents (1976-2016). The task is: Predict the product of the given reaction. (1) Given the reactants [OH:1][C:2]1[CH:7]=[CH:6][C:5]([C@H:8]2[CH2:12][CH2:11][C@:10]3([CH2:16][CH2:15][NH:14][C:13]3=[O:17])[N:9]2[C:18]([O:20][C:21]([CH3:24])([CH3:23])[CH3:22])=[O:19])=[CH:4][CH:3]=1.[C:25]([C:27]1[CH:34]=[CH:33][CH:32]=[CH:31][C:28]=1[CH2:29]Br)#[N:26].C1CCCCC1, predict the reaction product. The product is: [C:25]([C:27]1[CH:34]=[CH:33][CH:32]=[CH:31][C:28]=1[CH2:29][O:1][C:2]1[CH:7]=[CH:6][C:5]([C@H:8]2[CH2:12][CH2:11][C@:10]3([CH2:16][CH2:15][NH:14][C:13]3=[O:17])[N:9]2[C:18]([O:20][C:21]([CH3:24])([CH3:23])[CH3:22])=[O:19])=[CH:4][CH:3]=1)#[N:26]. (2) Given the reactants [BH4-].[Na+].[Br:3][C:4]1[CH:9]=[C:8]([F:10])[CH:7]=[CH:6][C:5]=1[C:11]1[CH2:12][CH2:13][CH2:14][N:15]=1.O.[OH-].[Na+], predict the reaction product. The product is: [Br:3][C:4]1[CH:9]=[C:8]([F:10])[CH:7]=[CH:6][C:5]=1[CH:11]1[CH2:12][CH2:13][CH2:14][NH:15]1. (3) The product is: [O:6]=[C:5]1[CH2:4][CH2:3][CH2:2][N:7]1[C:8]1[CH:13]=[CH:12][N:11]2[N:14]=[C:15]([C:27]3[CH:32]=[CH:31][CH:30]=[CH:29][CH:28]=3)[C:16]([C:17]3[CH:18]=[CH:19][C:20](=[O:26])[N:21]([CH:23]([CH3:25])[CH3:24])[N:22]=3)=[C:10]2[CH:9]=1. Given the reactants Br[CH2:2][CH2:3][CH2:4][C:5]([NH:7][C:8]1[CH:13]=[CH:12][N:11]2[N:14]=[C:15]([C:27]3[CH:32]=[CH:31][CH:30]=[CH:29][CH:28]=3)[C:16]([C:17]3[CH:18]=[CH:19][C:20](=[O:26])[N:21]([CH:23]([CH3:25])[CH3:24])[N:22]=3)=[C:10]2[CH:9]=1)=[O:6].[H-].[Na+].O, predict the reaction product.